This data is from Full USPTO retrosynthesis dataset with 1.9M reactions from patents (1976-2016). The task is: Predict the reactants needed to synthesize the given product. (1) Given the product [CH2:28]([N:30]([CH2:31][C:32]([O:26][CH:23]1[CH2:22][CH2:21][N:20]([C:17]2[S:16][C:15](/[CH:14]=[C:11](\[C:12]#[N:13])/[C:5]3[CH:6]=[CH:7][C:8]([O:9][CH3:10])=[C:3]([O:2][CH3:1])[CH:4]=3)=[CH:19][CH:18]=2)[CH2:25][CH2:24]1)=[O:33])[CH2:35][CH3:36])[CH3:29], predict the reactants needed to synthesize it. The reactants are: [CH3:1][O:2][C:3]1[CH:4]=[C:5](/[C:11](=[CH:14]/[C:15]2[S:16][C:17]([N:20]3[CH2:25][CH2:24][CH:23]([OH:26])[CH2:22][CH2:21]3)=[CH:18][CH:19]=2)/[C:12]#[N:13])[CH:6]=[CH:7][C:8]=1[O:9][CH3:10].[Na+].[CH2:28]([N:30]([CH2:35][CH3:36])[CH2:31][C:32]([O-])=[O:33])[CH3:29].C1(C)C=CC(S(Cl)(=O)=O)=CC=1. (2) Given the product [CH3:1][C:2]1[CH:3]=[CH:4][C:5]([S:8]([O:11][CH2:12][CH:13]2[CH2:14][C:15]3[CH:20]=[CH:19][CH:18]=[C:17]([C:21]([CH3:24])([CH3:23])[CH3:22])[C:16]=3[O:26]2)(=[O:10])=[O:9])=[CH:6][CH:7]=1, predict the reactants needed to synthesize it. The reactants are: [CH3:1][C:2]1[CH:7]=[CH:6][C:5]([S:8]([O:11][CH2:12][CH:13]([OH:26])[CH2:14][C:15]2[CH:20]=[CH:19][CH:18]=[C:17]([C:21]([CH3:24])([CH3:23])[CH3:22])[C:16]=2O)(=[O:10])=[O:9])=[CH:4][CH:3]=1.C1(P(C2C=CC=CC=2)C2C=CC=CC=2)C=CC=CC=1.CCOC(/N=N/C(OCC)=O)=O.